This data is from Reaction yield outcomes from USPTO patents with 853,638 reactions. The task is: Predict the reaction yield, written as a fraction of the theoretical maximum amount of product (1.0 means a 100% yield; for example, 0.34 means a 34% yield). (1) The reactants are [CH3:1][N:2]1[C:6]([C:7]2[CH:8]=[C:9]([NH2:21])[CH:10]=[CH:11][C:12]=2[O:13][CH2:14][CH2:15][N:16]2[CH2:20][CH2:19][CH2:18][CH2:17]2)=[CH:5][CH:4]=[N:3]1.[F:22][C:23]([F:34])([F:33])[C:24]1[CH:32]=[CH:31][C:27]([C:28](O)=[O:29])=[CH:26][CH:25]=1.CN(C(ON1N=NC2C=CC=NC1=2)=[N+](C)C)C.F[P-](F)(F)(F)(F)F.C(N(CC)CC)C. The catalyst is CN(C=O)C. The product is [CH3:1][N:2]1[C:6]([C:7]2[CH:8]=[C:9]([NH:21][C:28](=[O:29])[C:27]3[CH:31]=[CH:32][C:24]([C:23]([F:22])([F:33])[F:34])=[CH:25][CH:26]=3)[CH:10]=[CH:11][C:12]=2[O:13][CH2:14][CH2:15][N:16]2[CH2:20][CH2:19][CH2:18][CH2:17]2)=[CH:5][CH:4]=[N:3]1. The yield is 0.710. (2) The reactants are [C:1]([CH2:3][C:4]([NH2:6])=[O:5])#[N:2].[O-]CC.[Na+].Br[C:12](=[N:17][NH:18][CH:19]1[CH2:24][CH2:23][N:22]([C:25]([O:27][CH2:28][C:29]2[CH:34]=[CH:33][CH:32]=[CH:31][CH:30]=2)=[O:26])[CH2:21][CH2:20]1)[C:13]([F:16])([F:15])[F:14]. The catalyst is CCO. The product is [NH2:2][C:1]1[N:18]([CH:19]2[CH2:20][CH2:21][N:22]([C:25]([O:27][CH2:28][C:29]3[CH:30]=[CH:31][CH:32]=[CH:33][CH:34]=3)=[O:26])[CH2:23][CH2:24]2)[N:17]=[C:12]([C:13]([F:16])([F:15])[F:14])[C:3]=1[C:4](=[O:5])[NH2:6]. The yield is 0.385. (3) The catalyst is O1CCCC1.C1C=CC(/C=C/C(/C=C/C2C=CC=CC=2)=O)=CC=1.C1C=CC(/C=C/C(/C=C/C2C=CC=CC=2)=O)=CC=1.[Pd]. The reactants are [CH2:1]([O:3][C:4](=[O:31])[CH2:5][N:6]1[C:14]2[CH2:13][CH2:12][CH2:11][C@@H:10]([N:15]([S:17]([C:20]3[CH:25]=[C:24]([C:26]([F:29])([F:28])[F:27])[CH:23]=[C:22](Br)[CH:21]=3)(=[O:19])=[O:18])[CH3:16])[C:9]=2[CH:8]=[N:7]1)[CH3:2].[CH2:32]=[C:33]([Zn][C:33](=[CH2:32])[CH2:34][CH3:35])[CH2:34][CH3:35].C(P(C(C)(C)C)C(C)(C)C)(C)(C)C.[Cl-].[NH4+]. The yield is 0.801. The product is [CH2:1]([O:3][C:4](=[O:31])[CH2:5][N:6]1[C:14]2[CH2:13][CH2:12][CH2:11][C@@H:10]([N:15]([CH3:16])[S:17]([C:20]3[CH:25]=[C:24]([C:26]([F:29])([F:28])[F:27])[CH:23]=[C:22]([C:33](=[CH2:32])[CH2:34][CH3:35])[CH:21]=3)(=[O:19])=[O:18])[C:9]=2[CH:8]=[N:7]1)[CH3:2]. (4) The reactants are [CH3:1][O:2][C:3]([C:5]1[S:9][C:8]2[CH:10]=[C:11](Cl)[CH:12]=[CH:13][C:7]=2[C:6]=1[O:15][CH2:16][C:17]([O:19][C:20]([CH3:23])([CH3:22])[CH3:21])=[O:18])=[O:4].[C:24]([C:26]1[CH:31]=[CH:30][C:29](B(O)O)=[CH:28][CH:27]=1)#[N:25].[F-].[K+]. No catalyst specified. The product is [CH3:1][O:2][C:3]([C:5]1[S:9][C:8]2[CH:10]=[C:11]([C:29]3[CH:30]=[CH:31][C:26]([C:24]#[N:25])=[CH:27][CH:28]=3)[CH:12]=[CH:13][C:7]=2[C:6]=1[O:15][CH2:16][C:17]([O:19][C:20]([CH3:23])([CH3:22])[CH3:21])=[O:18])=[O:4]. The yield is 0.760. (5) The reactants are [OH:1][C:2]1[CH:3]=[N:4][CH:5]=[CH:6][CH:7]=1.[H-].[Na+].[Cl:10][CH2:11][CH2:12][CH2:13]I.O. The catalyst is CN(C)C=O.[Na+].[Cl-]. The product is [Cl:10][CH2:11][CH2:12][CH2:13][O:1][C:2]1[CH:3]=[N:4][CH:5]=[CH:6][CH:7]=1. The yield is 0.873. (6) The reactants are [C:1](OC(=O)C)(=[O:3])[CH3:2].[NH2:8][C:9]1[CH:10]=[C:11]([C:15]2[N:16]=[C:17]([C:20]3[S:24][C:23]([NH:25][C:26]4[CH:31]=[C:30]([O:32][CH3:33])[C:29]([O:34][CH3:35])=[C:28]([O:36][CH3:37])[CH:27]=4)=[N:22][C:21]=3[NH2:38])[S:18][CH:19]=2)[CH:12]=[CH:13][CH:14]=1.N1C=CC=CC=1.CN(C=O)C. The catalyst is C1COCC1. The product is [NH2:38][C:21]1[N:22]=[C:23]([NH:25][C:26]2[CH:31]=[C:30]([O:32][CH3:33])[C:29]([O:34][CH3:35])=[C:28]([O:36][CH3:37])[CH:27]=2)[S:24][C:20]=1[C:17]1[S:18][CH:19]=[C:15]([C:11]2[CH:10]=[C:9]([NH:8][C:1](=[O:3])[CH3:2])[CH:14]=[CH:13][CH:12]=2)[N:16]=1. The yield is 0.820.